This data is from Full USPTO retrosynthesis dataset with 1.9M reactions from patents (1976-2016). The task is: Predict the reactants needed to synthesize the given product. (1) Given the product [F:14][C:15]1[CH:22]=[N:21][CH:20]=[CH:19][C:16]=1[C:17]1[S:13][C:4]2[CH:5]=[CH:6][C:7]([C:9]([F:10])([F:11])[F:12])=[CH:8][C:3]=2[N:2]=1, predict the reactants needed to synthesize it. The reactants are: Cl.[NH2:2][C:3]1[CH:8]=[C:7]([C:9]([F:12])([F:11])[F:10])[CH:6]=[CH:5][C:4]=1[SH:13].[F:14][C:15]1[CH:22]=[N:21][CH:20]=[CH:19][C:16]=1[CH:17]=O.C(N(C(C)C)C(C)C)C.CS(C)=O. (2) Given the product [Cl:14][C:11]1[CH:12]=[CH:13][C:7]2[CH:6]=[C:5]([C:3]([OH:4])=[O:2])[S:9][C:8]=2[CH:10]=1, predict the reactants needed to synthesize it. The reactants are: C[O:2][C:3]([C:5]1[S:9][C:8]2[CH:10]=[C:11]([Cl:14])[CH:12]=[CH:13][C:7]=2[CH:6]=1)=[O:4].[Li+].[OH-].Cl. (3) Given the product [CH3:13][S:12][C:5]1[N:6]=[C:7]2[CH:8]=[C:9]([CH2:10][OH:11])[NH:1][C:2]2=[N:3][CH:4]=1, predict the reactants needed to synthesize it. The reactants are: [NH2:1][C:2]1[C:7]([C:8]#[C:9][CH2:10][OH:11])=[N:6][C:5]([S:12][CH3:13])=[CH:4][N:3]=1.O. (4) Given the product [OH:1][C:2]1([C:12]2[CH:17]=[CH:16][C:15]([O:18][CH3:19])=[CH:14][CH:13]=2)[CH2:7][CH2:6][CH2:5][CH:4]([C:8]([OH:10])=[O:9])[CH2:3]1, predict the reactants needed to synthesize it. The reactants are: [O:1]=[C:2]1[CH2:7][CH2:6][CH2:5][CH:4]([C:8]([OH:10])=[O:9])[CH2:3]1.C([Mg]Br)[C:12]1[CH:17]=[CH:16][C:15]([O:18][CH3:19])=[CH:14][CH:13]=1. (5) Given the product [F:6][C:7]([F:20])([F:21])[C:8]([NH:10][C:11]1([C:14]2[CH:19]=[CH:18][C:17]([S:2](=[O:5])(=[O:3])[NH2:22])=[CH:16][CH:15]=2)[CH2:12][CH2:13]1)=[O:9], predict the reactants needed to synthesize it. The reactants are: Cl[S:2]([OH:5])(=O)=[O:3].[F:6][C:7]([F:21])([F:20])[C:8]([NH:10][C:11]1([C:14]2[CH:19]=[CH:18][CH:17]=[CH:16][CH:15]=2)[CH2:13][CH2:12]1)=[O:9].[NH4+:22].[OH-]. (6) Given the product [F:39][C:35]1[CH:34]=[C:33]([NH:32][C:30](=[O:31])[CH2:29][C:27]2[NH:26][N:25]=[C:24]([NH:23][C:17]3[C:16]4[C:21](=[CH:22][C:13]([O:12][CH2:11][CH2:10][CH2:9][N:1]5[CH2:7][CH2:6][CH2:5][C@H:2]5[CH2:3][OH:4])=[CH:14][CH:15]=4)[N:20]=[CH:19][N:18]=3)[CH:28]=2)[CH:38]=[CH:37][CH:36]=1, predict the reactants needed to synthesize it. The reactants are: [NH:1]1[CH2:7][CH2:6][CH2:5][C@H:2]1[CH2:3][OH:4].Cl[CH2:9][CH2:10][CH2:11][O:12][C:13]1[CH:22]=[C:21]2[C:16]([C:17]([NH:23][C:24]3[CH:28]=[C:27]([CH2:29][C:30]([NH:32][C:33]4[CH:38]=[CH:37][CH:36]=[C:35]([F:39])[CH:34]=4)=[O:31])[NH:26][N:25]=3)=[N:18][CH:19]=[N:20]2)=[CH:15][CH:14]=1. (7) Given the product [Br:17][C:5]1[C:6](=[O:16])[N:7]([C:10]2[CH:11]=[CH:12][CH:13]=[CH:14][CH:15]=2)[N:8]([CH3:9])[C:4]=1[CH:1]1[CH2:2][CH2:3]1, predict the reactants needed to synthesize it. The reactants are: [CH:1]1([C:4]2[N:8]([CH3:9])[N:7]([C:10]3[CH:15]=[CH:14][CH:13]=[CH:12][CH:11]=3)[C:6](=[O:16])[CH:5]=2)[CH2:3][CH2:2]1.[Br:17]N1C(=O)CCC1=O. (8) Given the product [ClH:29].[CH3:1][O:2][C:3]1[CH:4]=[CH:5][C:6]2[N:10]=[C:9]([CH2:11][O:12][C:13]3[CH:14]=[CH:15][C:16]([CH2:17][CH:18]4[S:22][C:21](=[O:23])[NH:20][C:19]4=[O:24])=[CH:25][CH:26]=3)[N:8]([CH3:27])[C:7]=2[CH:28]=1, predict the reactants needed to synthesize it. The reactants are: [CH3:1][O:2][C:3]1[CH:4]=[CH:5][C:6]2[N:10]=[C:9]([CH2:11][O:12][C:13]3[CH:26]=[CH:25][C:16]([CH2:17][CH:18]4[S:22][C:21](=[O:23])[NH:20][C:19]4=[O:24])=[CH:15][CH:14]=3)[N:8]([CH3:27])[C:7]=2[CH:28]=1.[ClH:29]. (9) Given the product [CH3:1][O:2][C:3]([C:5]1[CH:6]=[C:7]2[C:11](=[CH:12][CH:13]=1)[N:10]([S:20]([CH2:19][CH2:18][Si:17]([CH3:25])([CH3:24])[CH3:16])(=[O:22])=[O:21])[CH:9]=[CH:8]2)=[O:4], predict the reactants needed to synthesize it. The reactants are: [CH3:1][O:2][C:3]([C:5]1[CH:6]=[C:7]2[C:11](=[CH:12][CH:13]=1)[NH:10][CH:9]=[CH:8]2)=[O:4].[H-].[Na+].[CH3:16][Si:17]([CH3:25])([CH3:24])[CH2:18][CH2:19][S:20](Cl)(=[O:22])=[O:21].C(O)(=O)C.